Dataset: Full USPTO retrosynthesis dataset with 1.9M reactions from patents (1976-2016). Task: Predict the reactants needed to synthesize the given product. (1) Given the product [CH:1]([O:4][C:5]([N:7]1[CH2:8][CH:9]([O:11][C@@H:12]([C:14]2[O:16][N:46]=[C:43]([C:40]3[CH:39]=[N:38][C:37]([N:26]4[CH2:27][C@H:28]([C:29]5[CH:34]=[C:33]([F:35])[CH:32]=[CH:31][C:30]=5[F:36])[C@@H:24]([NH:23][C:22]([O:21][C:17]([CH3:20])([CH3:19])[CH3:18])=[O:47])[CH2:25]4)=[N:42][CH:41]=3)[N:44]=2)[CH3:13])[CH2:10]1)=[O:6])([CH3:2])[CH3:3], predict the reactants needed to synthesize it. The reactants are: [CH:1]([O:4][C:5]([N:7]1[CH2:10][CH:9]([O:11][C@@H:12]([C:14]([OH:16])=O)[CH3:13])[CH2:8]1)=[O:6])([CH3:3])[CH3:2].[C:17]([O:21][C:22](=[O:47])[NH:23][C@@H:24]1[C@@H:28]([C:29]2[CH:34]=[C:33]([F:35])[CH:32]=[CH:31][C:30]=2[F:36])[CH2:27][N:26]([C:37]2[N:42]=[CH:41][C:40]([C:43](=[NH:46])[NH:44]O)=[CH:39][N:38]=2)[CH2:25]1)([CH3:20])([CH3:19])[CH3:18]. (2) Given the product [Br:24][CH2:25][C:26]([NH:12][C:13]1[C:14]([S:22][CH3:23])=[N:15][C:16]([CH3:21])=[CH:17][C:18]=1[S:19][CH3:20])=[O:27], predict the reactants needed to synthesize it. The reactants are: C(N(CC)CC)C.C(Cl)(Cl)Cl.[NH2:12][C:13]1[C:14]([S:22][CH3:23])=[N:15][C:16]([CH3:21])=[CH:17][C:18]=1[S:19][CH3:20].[Br:24][CH2:25][C:26](Br)=[O:27]. (3) Given the product [F:20][C:2]1([F:1])[CH2:6][N:5]([C:7]([C:9]2[N:10]=[C:11]([C:14]([O-:16])=[O:15])[S:12][CH:13]=2)=[O:8])[C@@H:4]([CH3:19])[CH2:3]1.[Li+:23], predict the reactants needed to synthesize it. The reactants are: [F:1][C:2]1([F:20])[CH2:6][N:5]([C:7]([C:9]2[N:10]=[C:11]([C:14]([O:16]CC)=[O:15])[S:12][CH:13]=2)=[O:8])[C@@H:4]([CH3:19])[CH2:3]1.O.O[Li:23].O. (4) Given the product [Br:1][C:2]1[C:3]([OH:16])=[N:4][C:5]([NH:8][C:9]2[CH:14]=[CH:13][CH:12]=[C:11]([F:15])[CH:10]=2)=[N:6][CH:7]=1, predict the reactants needed to synthesize it. The reactants are: [Br:1][C:2]1[C:3]([O:16]C)=[N:4][C:5]([NH:8][C:9]2[CH:14]=[CH:13][CH:12]=[C:11]([F:15])[CH:10]=2)=[N:6][CH:7]=1.O.C([O-])(O)=O.[Na+].